This data is from NCI-60 drug combinations with 297,098 pairs across 59 cell lines. The task is: Regression. Given two drug SMILES strings and cell line genomic features, predict the synergy score measuring deviation from expected non-interaction effect. (1) Drug 1: CS(=O)(=O)C1=CC(=C(C=C1)C(=O)NC2=CC(=C(C=C2)Cl)C3=CC=CC=N3)Cl. Drug 2: CC12CCC3C(C1CCC2O)C(CC4=C3C=CC(=C4)O)CCCCCCCCCS(=O)CCCC(C(F)(F)F)(F)F. Cell line: SF-295. Synergy scores: CSS=4.12, Synergy_ZIP=-0.797, Synergy_Bliss=2.07, Synergy_Loewe=1.90, Synergy_HSA=2.04. (2) Drug 1: CC1=C(N=C(N=C1N)C(CC(=O)N)NCC(C(=O)N)N)C(=O)NC(C(C2=CN=CN2)OC3C(C(C(C(O3)CO)O)O)OC4C(C(C(C(O4)CO)O)OC(=O)N)O)C(=O)NC(C)C(C(C)C(=O)NC(C(C)O)C(=O)NCCC5=NC(=CS5)C6=NC(=CS6)C(=O)NCCC[S+](C)C)O. Drug 2: CCC1(C2=C(COC1=O)C(=O)N3CC4=CC5=C(C=CC(=C5CN(C)C)O)N=C4C3=C2)O.Cl. Cell line: UACC-257. Synergy scores: CSS=11.9, Synergy_ZIP=-5.03, Synergy_Bliss=-0.295, Synergy_Loewe=0.704, Synergy_HSA=2.12.